Dataset: Forward reaction prediction with 1.9M reactions from USPTO patents (1976-2016). Task: Predict the product of the given reaction. (1) Given the reactants [Br:1][C:2]1[CH:3]=[C:4]([C@@H:9]([NH:19][C:20](=[O:26])[O:21]C(C)(C)C)[C@@H:10]([C:12]2[CH:17]=[CH:16][C:15]([F:18])=[CH:14][CH:13]=2)O)[C:5]([F:8])=[N:6][CH:7]=1.FC(F)(F)C(O)=O.C(N1C=CN=C1)(N1C=CN=C1)=O, predict the reaction product. The product is: [Br:1][C:2]1[CH:3]=[C:4]([C@@H:9]2[C@@H:10]([C:12]3[CH:13]=[CH:14][C:15]([F:18])=[CH:16][CH:17]=3)[O:26][C:20](=[O:21])[NH:19]2)[C:5]([F:8])=[N:6][CH:7]=1. (2) Given the reactants [F-].C([N+](CCCC)(CCCC)CCCC)CCC.[CH2:19]([O:26][C:27]1[CH:32]=[CH:31][N:30]=[CH:29][C:28]=1[N:33](S(C)(=O)=O)[S:34]([CH3:37])(=[O:36])=[O:35])[C:20]1[CH:25]=[CH:24][CH:23]=[CH:22][CH:21]=1, predict the reaction product. The product is: [CH2:19]([O:26][C:27]1[CH:32]=[CH:31][N:30]=[CH:29][C:28]=1[NH:33][S:34]([CH3:37])(=[O:36])=[O:35])[C:20]1[CH:25]=[CH:24][CH:23]=[CH:22][CH:21]=1.